Dataset: Peptide-MHC class II binding affinity with 134,281 pairs from IEDB. Task: Regression. Given a peptide amino acid sequence and an MHC pseudo amino acid sequence, predict their binding affinity value. This is MHC class II binding data. (1) The peptide sequence is YAGIRRDGLLLRLVD. The MHC is HLA-DPA10103-DPB10401 with pseudo-sequence HLA-DPA10103-DPB10401. The binding affinity (normalized) is 0.282. (2) The peptide sequence is DILLRMSKMQLGSSS. The MHC is DRB1_0901 with pseudo-sequence DRB1_0901. The binding affinity (normalized) is 0.231. (3) The peptide sequence is EKKYFAATQWEPLAA. The MHC is HLA-DPA10201-DPB10101 with pseudo-sequence HLA-DPA10201-DPB10101. The binding affinity (normalized) is 0.829. (4) The peptide sequence is PAATAGTTVYGAFAA. The MHC is HLA-DPA10103-DPB10601 with pseudo-sequence HLA-DPA10103-DPB10601. The binding affinity (normalized) is 0. (5) The peptide sequence is EMTYKNKVVKVLRPA. The MHC is DRB5_0101 with pseudo-sequence DRB5_0101. The binding affinity (normalized) is 0.851. (6) The peptide sequence is STEQNVPDPQVGITT. The MHC is DRB1_0802 with pseudo-sequence DRB1_0802. The binding affinity (normalized) is 0.